From a dataset of Catalyst prediction with 721,799 reactions and 888 catalyst types from USPTO. Predict which catalyst facilitates the given reaction. (1) Reactant: [Cl:1][C:2]([N:13]([CH2:18][CH:19]([C:26]1[CH:31]=[CH:30][CH:29]=[CH:28][CH:27]=1)[C:20]1[CH:25]=[CH:24][CH:23]=[CH:22][CH:21]=1)[CH2:14][CH2:15][CH2:16][OH:17])([C:9]([F:12])([F:11])[F:10])[C:3]1[CH:8]=[CH:7][CH:6]=[CH:5][CH:4]=1.O[C:33]1[CH:40]=[CH:39][C:36]([CH:37]=[O:38])=[CH:35][CH:34]=1.C1C=CC(P(C2C=CC=CC=2)C2C=CC=CC=2)=CC=1.CC(OC(/N=N/C(OC(C)C)=O)=O)C. Product: [Cl:1][C:2]([N:13]([CH2:18][CH:19]([C:20]1[CH:21]=[CH:22][CH:23]=[CH:24][CH:25]=1)[C:26]1[CH:27]=[CH:28][CH:29]=[CH:30][CH:31]=1)[CH2:14][CH2:15][CH2:16][O:17][C:33]1[CH:40]=[CH:39][C:36]([CH:37]=[O:38])=[CH:35][CH:34]=1)([C:9]([F:11])([F:12])[F:10])[C:3]1[CH:4]=[CH:5][CH:6]=[CH:7][CH:8]=1. The catalyst class is: 11. (2) Reactant: CNCCN(C)C.[Li]CCCC.[CH3:13][O:14][C:15]1[CH:22]=[CH:21][C:18]([CH:19]=[O:20])=[CH:17][N:16]=1.[I:23]I. Product: [I:23][C:21]1[C:18]([CH:19]=[O:20])=[CH:17][N:16]=[C:15]([O:14][CH3:13])[CH:22]=1. The catalyst class is: 116. (3) Reactant: [CH:1](NC(C)C)(C)C.[Li]CCCC.[F:13][C:14]([F:26])([F:25])[CH:15]1[CH2:20][CH2:19][CH:18]([C:21]([O:23][CH3:24])=[O:22])[CH2:17][CH2:16]1.CI. Product: [CH3:1][C:18]1([C:21]([O:23][CH3:24])=[O:22])[CH2:17][CH2:16][CH:15]([C:14]([F:25])([F:26])[F:13])[CH2:20][CH2:19]1. The catalyst class is: 7. (4) Reactant: [Cl:1][C:2]1[CH:3]=[C:4]([CH:9]=[C:10]([C:12]2[CH:17]=[CH:16][C:15]([CH2:18][N:19]([CH3:21])[CH3:20])=[CH:14][CH:13]=2)[N:11]=1)[C:5]([O:7]C)=O.[OH-].[Na+].C1CN([P+](ON2N=NC3C=CC=CC2=3)(N2CCCC2)N2CCCC2)CC1.F[P-](F)(F)(F)(F)F.[NH2:57][CH2:58][C:59]1[C:60](=[O:67])[NH:61][C:62]([CH3:66])=[CH:63][C:64]=1[CH3:65]. Product: [Cl:1][C:2]1[CH:3]=[C:4]([CH:9]=[C:10]([C:12]2[CH:17]=[CH:16][C:15]([CH2:18][N:19]([CH3:21])[CH3:20])=[CH:14][CH:13]=2)[N:11]=1)[C:5]([NH:57][CH2:58][C:59]1[C:60](=[O:67])[NH:61][C:62]([CH3:66])=[CH:63][C:64]=1[CH3:65])=[O:7]. The catalyst class is: 374. (5) Reactant: [O:1]1[CH2:6][CH2:5][CH:4]([S:7]C(=O)C)[CH2:3][CH2:2]1.[OH-].[K+].Br[C:14]([CH3:21])([CH3:20])[C:15]([O:17][CH2:18][CH3:19])=[O:16]. Product: [CH2:18]([O:17][C:15](=[O:16])[C:14]([CH3:21])([S:7][CH:4]1[CH2:5][CH2:6][O:1][CH2:2][CH2:3]1)[CH3:20])[CH3:19]. The catalyst class is: 8. (6) The catalyst class is: 718. Product: [C:17]([O:21][C:22]([N:24]1[CH2:29][CH2:28][N:27]([C:2]2[CH:7]=[CH:6][CH:5]=[CH:4][C:3]=2[N+:8]([O-:10])=[O:9])[CH:26]([CH3:30])[CH2:25]1)=[O:23])([CH3:20])([CH3:18])[CH3:19]. Reactant: Br[C:2]1[CH:7]=[CH:6][CH:5]=[CH:4][C:3]=1[N+:8]([O-:10])=[O:9].C([O-])([O-])=O.[Cs+].[Cs+].[C:17]([O:21][C:22]([N:24]1[CH2:29][CH2:28][NH:27][CH:26]([CH3:30])[CH2:25]1)=[O:23])([CH3:20])([CH3:19])[CH3:18]. (7) The catalyst class is: 42. Reactant: [F:1][CH:2]([F:21])[O:3][C:4]1[CH:12]=[C:11]2[C:7]([CH:8]=[CH:9][NH:10]2)=[CH:6][C:5]=1[O:13][C:14]1[CH:19]=[CH:18][N:17]=[C:16]([NH2:20])[CH:15]=1.[H-].[Na+].[CH3:24][NH:25][C:26](=O)[O:27]C1C=CC=CC=1.O. Product: [NH2:20][C:16]1[CH:15]=[C:14]([O:13][C:5]2[CH:6]=[C:7]3[C:11](=[CH:12][C:4]=2[O:3][CH:2]([F:1])[F:21])[N:10]([C:26]([NH:25][CH3:24])=[O:27])[CH:9]=[CH:8]3)[CH:19]=[CH:18][N:17]=1. (8) Reactant: [C:1]([C:3]1[CH:4]=[N:5][CH:6]=[CH:7][C:8]=1[C:9]([F:12])([F:11])[F:10])#N.[OH-:13].[K+].[OH2:15].Cl. Product: [F:10][C:9]([F:12])([F:11])[C:8]1[C:3]([C:1]([OH:15])=[O:13])=[CH:4][N:5]=[CH:6][CH:7]=1. The catalyst class is: 196. (9) Reactant: [C:1]([CH2:4][C:5]1[CH:10]=[CH:9][CH:8]=[CH:7][C:6]=1[CH2:11][NH:12][C:13](=[O:34])[CH2:14][CH2:15][CH2:16][O:17][C:18]1[CH:30]=[CH:29][C:21]2[C:22]([C:25]([F:28])([F:27])[F:26])=[N:23][O:24][C:20]=2[C:19]=1[CH2:31][CH2:32][CH3:33])([OH:3])=[O:2].[H-].[Na+].[CH3:37]I. Product: [CH3:37][N:12]([CH2:11][C:6]1[CH:7]=[CH:8][CH:9]=[CH:10][C:5]=1[CH2:4][C:1]([OH:3])=[O:2])[C:13](=[O:34])[CH2:14][CH2:15][CH2:16][O:17][C:18]1[CH:30]=[CH:29][C:21]2[C:22]([C:25]([F:27])([F:26])[F:28])=[N:23][O:24][C:20]=2[C:19]=1[CH2:31][CH2:32][CH3:33]. The catalyst class is: 1.